This data is from Forward reaction prediction with 1.9M reactions from USPTO patents (1976-2016). The task is: Predict the product of the given reaction. (1) Given the reactants [CH3:1][N:2]([CH3:34])[C:3]1[CH:8]=[CH:7][C:6]([CH2:9][N:10]([C:25]2[CH:30]=[CH:29][C:28]([CH:31]([CH3:33])[CH3:32])=[CH:27][CH:26]=2)[C:11]([CH:13]2[C:22]3[C:17](=[CH:18][CH:19]=[C:20]([O:23][CH3:24])[CH:21]=3)[CH2:16][CH2:15][CH2:14]2)=[O:12])=[CH:5][CH:4]=1.[ClH:35].O1CCOCC1, predict the reaction product. The product is: [ClH:35].[CH3:34][N:2]([CH3:1])[C:3]1[CH:8]=[CH:7][C:6]([CH2:9][N:10]([C:25]2[CH:26]=[CH:27][C:28]([CH:31]([CH3:32])[CH3:33])=[CH:29][CH:30]=2)[C:11]([CH:13]2[C:22]3[C:17](=[CH:18][CH:19]=[C:20]([O:23][CH3:24])[CH:21]=3)[CH2:16][CH2:15][CH2:14]2)=[O:12])=[CH:5][CH:4]=1. (2) Given the reactants [ClH:1].Cl.C([S:6][CH:7]1[CH2:12][CH2:11][N:10]([CH:13]([C:19]2[CH:24]=[CH:23][CH:22]=[CH:21][C:20]=2[F:25])[C:14]([CH:16]2[CH2:18][CH2:17]2)=[O:15])[CH2:9]/[C:8]/1=[CH:26]\[C:27]1[N:31]([CH2:32][CH2:33][C:34]([O:36][CH3:37])=[O:35])[N:30]=[N:29][CH:28]=1)(=O)C.[CH2:38](O)C, predict the reaction product. The product is: [ClH:1].[CH:16]1([C:14](=[O:15])[CH:13]([N:10]2[CH2:11][CH2:12][CH:7]([SH:6])/[C:8](=[CH:26]/[C:27]3[N:31]([CH2:32][CH2:33][C:34]([O:36][CH2:37][CH3:38])=[O:35])[N:30]=[N:29][CH:28]=3)/[CH2:9]2)[C:19]2[CH:24]=[CH:23][CH:22]=[CH:21][C:20]=2[F:25])[CH2:18][CH2:17]1. (3) Given the reactants [H-].[Na+].[Br-].[OH:4][CH2:5][CH2:6][CH2:7][CH2:8][CH2:9][CH2:10][P+](C1C=CC=CC=1)(C1C=CC=CC=1)C1C=CC=CC=1.[CH3:30][C:31](=O)[CH2:32][CH2:33][CH2:34][CH2:35][CH2:36][CH3:37], predict the reaction product. The product is: [CH3:30][CH:31]([CH2:32][CH2:33][CH2:34][CH2:35][CH2:36][CH3:37])[CH2:10][CH2:9][CH2:8][CH2:7][CH:6]=[CH:5][OH:4]. (4) The product is: [NH2:1][C:2]1[C:7]2[C:8]([C:11]3[CH:16]=[CH:15][C:14]([NH:17][C:18]([C:20]4[N:21]([CH3:29])[C:22]5[C:27]([CH:28]=4)=[CH:26][CH:25]=[CH:24][CH:23]=5)=[O:19])=[C:13]([O:30][CH3:31])[CH:12]=3)=[CH:9][S:10][C:6]=2[C:5]([C:34]#[N:35])=[CH:4][N:3]=1. Given the reactants [NH2:1][C:2]1[C:7]2[C:8]([C:11]3[CH:16]=[CH:15][C:14]([NH:17][C:18]([C:20]4[N:21]([CH3:29])[C:22]5[C:27]([CH:28]=4)=[CH:26][CH:25]=[CH:24][CH:23]=5)=[O:19])=[C:13]([O:30][CH3:31])[CH:12]=3)=[CH:9][S:10][C:6]=2[C:5](I)=[CH:4][N:3]=1.[Cu][C:34]#[N:35], predict the reaction product. (5) Given the reactants Cl.[N:2]1[CH:7]=[CH:6][CH:5]=[CH:4][C:3]=1[C:8]1([C:12]#[N:13])[CH2:11][NH:10][CH2:9]1.CCN(C(C)C)C(C)C.[CH2:23]([S:26](Cl)(=[O:28])=[O:27])[CH2:24][CH3:25], predict the reaction product. The product is: [CH2:23]([S:26]([N:10]1[CH2:9][C:8]([C:3]2[CH:4]=[CH:5][CH:6]=[CH:7][N:2]=2)([C:12]#[N:13])[CH2:11]1)(=[O:28])=[O:27])[CH2:24][CH3:25]. (6) Given the reactants [CH2:1]1[CH:6]2[CH2:7][C:8]3([NH2:11])[CH2:10][CH:4]([CH2:5]2)[CH2:3][CH:2]1[CH2:9]3.Cl[CH2:13][C:14]1[N:18]=[C:17]([C:19]2[CH:23]=[CH:22][S:21][CH:20]=2)[O:16][N:15]=1, predict the reaction product. The product is: [S:21]1[CH:22]=[CH:23][C:19]([C:17]2[O:16][N:15]=[C:14]([CH2:13][NH:11][C:8]34[CH2:10][CH:4]5[CH2:5][CH:6]([CH2:1][CH:2]([CH2:3]5)[CH2:9]3)[CH2:7]4)[N:18]=2)=[CH:20]1. (7) Given the reactants [NH2:1][C:2]1[CH:31]=[CH:30][C:5]([CH2:6][C:7]2[NH:15][C:14]3[C:13](=[O:16])[N:12]([CH2:17][C:18]4[CH:23]=[CH:22][CH:21]=[CH:20][C:19]=4[F:24])[C:11](=[O:25])[N:10]([CH2:26][CH2:27][CH2:28][CH3:29])[C:9]=3[N:8]=2)=[CH:4][CH:3]=1.C[Si]([N:36]=[C:37]=[O:38])(C)C, predict the reaction product. The product is: [CH2:26]([N:10]1[C:9]2[N:8]=[C:7]([CH2:6][C:5]3[CH:4]=[CH:3][C:2]([NH:1][C:37]([NH2:36])=[O:38])=[CH:31][CH:30]=3)[NH:15][C:14]=2[C:13](=[O:16])[N:12]([CH2:17][C:18]2[CH:23]=[CH:22][CH:21]=[CH:20][C:19]=2[F:24])[C:11]1=[O:25])[CH2:27][CH2:28][CH3:29]. (8) Given the reactants [Cl:1][C:2]1[C:3]([NH2:12])=[C:4]([NH:8][CH:9]2[CH2:11][CH2:10]2)[N:5]=[N:6][CH:7]=1.[CH2:13](OC(OCC)OCC)C, predict the reaction product. The product is: [Cl:1][C:2]1[C:3]2[N:12]=[CH:13][N:8]([CH:9]3[CH2:10][CH2:11]3)[C:4]=2[N:5]=[N:6][CH:7]=1.